This data is from Full USPTO retrosynthesis dataset with 1.9M reactions from patents (1976-2016). The task is: Predict the reactants needed to synthesize the given product. (1) Given the product [N:1]1([C:6]2[CH:13]=[CH:12][C:9]([CH2:10][N:30]3[CH2:31][CH2:32][CH2:33][CH:28]([C:26]([NH:25][C:22]4[CH:21]=[CH:20][C:19]([Cl:18])=[CH:24][CH:23]=4)=[O:27])[CH2:29]3)=[CH:8][CH:7]=2)[CH:5]=[CH:4][CH:3]=[CH:2]1, predict the reactants needed to synthesize it. The reactants are: [N:1]1([C:6]2[CH:13]=[CH:12][C:9]([CH:10]=O)=[CH:8][CH:7]=2)[CH:5]=[CH:4][CH:3]=[CH:2]1.CC(O)=O.[Cl:18][C:19]1[CH:24]=[CH:23][C:22]([NH:25][C:26]([CH:28]2[CH2:33][CH2:32][CH2:31][NH:30][CH2:29]2)=[O:27])=[CH:21][CH:20]=1.[BH-](OC(C)=O)(OC(C)=O)OC(C)=O.[Na+]. (2) Given the product [F:1][C:2]1[CH:9]=[CH:8][C:5]([CH2:6][N:10]([C:35](=[O:38])[CH2:36][C:5]2[CH:8]=[CH:9][C:2]([F:1])=[CH:3][CH:4]=2)[C@H:11]2[CH2:30][N:15]3[C:16]4[C:21]([C:22]([CH2:23][C:24]([OH:26])=[O:25])=[C:14]3[CH2:13][CH2:12]2)=[CH:20][CH:19]=[CH:18][CH:17]=4)=[CH:4][CH:3]=1, predict the reactants needed to synthesize it. The reactants are: [F:1][C:2]1[CH:9]=[CH:8][C:5]([CH:6]=O)=[CH:4][CH:3]=1.[NH2:10][C@H:11]1[CH2:30][N:15]2[C:16]3[C:21]([C:22]([CH2:23][C:24]([O:26]CCC)=[O:25])=[C:14]2[CH2:13][CH2:12]1)=[CH:20][CH:19]=[CH:18][CH:17]=3.C([BH3-])#N.[Na+].[C:35]([OH:38])(=O)[CH3:36]. (3) Given the product [F:31][C:2]([F:1])([F:32])[C:3]1[CH:26]=[C:25]([C:27]([F:30])([F:29])[F:28])[CH:24]=[CH:23][C:4]=1[CH2:5][O:6][C:7]1[CH:12]=[CH:11][C:10](/[CH:13]=[C:14]2/[C:15](=[S:42])[NH:16][C:17](=[O:19])[S:18]/2)=[C:9]([O:21][CH3:22])[CH:8]=1, predict the reactants needed to synthesize it. The reactants are: [F:1][C:2]([F:32])([F:31])[C:3]1[CH:26]=[C:25]([C:27]([F:30])([F:29])[F:28])[CH:24]=[CH:23][C:4]=1[CH2:5][O:6][C:7]1[CH:12]=[CH:11][C:10](/[CH:13]=[C:14]2/[C:15](=O)[NH:16][C:17](=[O:19])[S:18]/2)=[C:9]([O:21][CH3:22])[CH:8]=1.COC1C=CC(P2(SP(C3C=CC(OC)=CC=3)(=S)S2)=[S:42])=CC=1. (4) Given the product [NH2:6][C:5]1[C:4]([C:7]#[N:8])=[C:3]([NH:9][C:10]2[CH:15]=[CH:14][CH:13]=[CH:12][CH:11]=2)[N:25]([CH2:18][C:19]2[CH:24]=[CH:23][CH:22]=[CH:21][CH:20]=2)[N:26]=1, predict the reactants needed to synthesize it. The reactants are: CS[C:3]([NH:9][C:10]1[CH:15]=[CH:14][CH:13]=[CH:12][CH:11]=1)=[C:4]([C:7]#[N:8])[C:5]#[N:6].[Cl-].[Cl-].[CH2:18]([NH:25][NH2:26])[C:19]1[CH:24]=[CH:23][CH:22]=[CH:21][CH:20]=1.C(N(C(C)C)CC)(C)C. (5) Given the product [O:16]1[C:28]2([CH2:27][CH:26]=[CH:25][CH2:29]2)[O:19][CH2:18][CH2:17]1, predict the reactants needed to synthesize it. The reactants are: FC(F)(F)S(O[Si](C)(C)C)(=O)=O.C[Si](C)([O:16][CH2:17][CH2:18][O:19][Si](C)(C)C)C.[C:25]1(=O)[CH2:29][CH:28]=[CH:27][CH2:26]1.C(N(CC)CC)C.C(=O)(O)[O-].[Na+]. (6) The reactants are: [H-].[Na+].[C:3]([O:7][C:8]([N:10]1[CH2:15][CH2:14][N:13]([S:16]([C:19]2[CH:24]=[CH:23][C:22]([NH:25][C:26](=[O:29])[CH:27]=[CH2:28])=[CH:21][CH:20]=2)(=[O:18])=[O:17])[CH2:12][CH2:11]1)=[O:9])([CH3:6])([CH3:5])[CH3:4].[CH3:30]I. Given the product [C:3]([O:7][C:8]([N:10]1[CH2:11][CH2:12][N:13]([S:16]([C:19]2[CH:20]=[CH:21][C:22]([N:25]([C:26](=[O:29])[CH:27]=[CH2:28])[CH3:30])=[CH:23][CH:24]=2)(=[O:17])=[O:18])[CH2:14][CH2:15]1)=[O:9])([CH3:6])([CH3:5])[CH3:4], predict the reactants needed to synthesize it. (7) Given the product [N+:43]([C:40]1[CH:41]=[CH:42][C:37]([NH:1][CH2:2][CH2:3][N:4]2[C:8]([NH:9][C:10]([C:23]3[CH:28]=[CH:27][CH:26]=[CH:25][CH:24]=3)([C:17]3[CH:18]=[CH:19][CH:20]=[CH:21][CH:22]=3)[C:11]3[CH:16]=[CH:15][CH:14]=[CH:13][CH:12]=3)=[CH:7][CH:6]=[N:5]2)=[N:38][CH:39]=1)([O-:45])=[O:44], predict the reactants needed to synthesize it. The reactants are: [NH2:1][CH2:2][CH2:3][N:4]1[C:8]([NH:9][C:10]([C:23]2[CH:28]=[CH:27][CH:26]=[CH:25][CH:24]=2)([C:17]2[CH:22]=[CH:21][CH:20]=[CH:19][CH:18]=2)[C:11]2[CH:16]=[CH:15][CH:14]=[CH:13][CH:12]=2)=[CH:7][CH:6]=[N:5]1.C(N(CC)CC)C.Cl[C:37]1[CH:42]=[CH:41][C:40]([N+:43]([O-:45])=[O:44])=[CH:39][N:38]=1.O. (8) Given the product [F:18][C:14]1[CH:13]=[C:12]([CH:17]=[CH:16][CH:15]=1)[CH2:11][S:8]([CH2:7][CH2:6][N:36]([CH3:37])[CH2:35][CH2:34][N:33]([CH3:38])[CH3:32])(=[O:10])=[O:9], predict the reactants needed to synthesize it. The reactants are: CS(O[CH2:6][CH2:7][S:8]([CH2:11][C:12]1[CH:17]=[CH:16][CH:15]=[C:14]([F:18])[CH:13]=1)(=[O:10])=[O:9])(=O)=O.FC1C=CC=C(CS(C=C)(=O)=O)C=1.[CH3:32][N:33]([CH3:38])[CH2:34][CH2:35][NH:36][CH3:37]. (9) Given the product [CH2:32]([NH:31][C:29]([NH:28][C:25]1[CH:24]=[CH:23][C:22]([CH2:21][C@H:20]([NH:8][CH2:9][C@H:10]([OH:19])[CH2:11][O:12][C:13]2[CH:14]=[CH:15][CH:16]=[CH:17][CH:18]=2)[CH2:34][OH:35])=[CH:27][CH:26]=1)=[O:30])[CH3:33], predict the reactants needed to synthesize it. The reactants are: C([N:8]([C@H:20]([CH2:34][OH:35])[CH2:21][C:22]1[CH:27]=[CH:26][C:25]([NH:28][C:29]([NH:31][CH2:32][CH3:33])=[O:30])=[CH:24][CH:23]=1)[CH2:9][C@H:10]([OH:19])[CH2:11][O:12][C:13]1[CH:18]=[CH:17][CH:16]=[CH:15][CH:14]=1)C1C=CC=CC=1. (10) Given the product [F:19][CH2:2][C:3]1([C:8]#[N:9])[CH2:6][C:5](=[CH2:7])[CH2:4]1, predict the reactants needed to synthesize it. The reactants are: O[CH2:2][C:3]1([C:8]#[N:9])[CH2:6][C:5](=[CH2:7])[CH2:4]1.C(Cl)Cl.COCCN(CCOC)S(F)(F)[F:19].C(O)C.